This data is from Reaction yield outcomes from USPTO patents with 853,638 reactions. The task is: Predict the reaction yield, written as a fraction of the theoretical maximum amount of product (1.0 means a 100% yield; for example, 0.34 means a 34% yield). (1) The reactants are [NH:1]1[C:9]2[C:4](=[CH:5][CH:6]=[CH:7][CH:8]=2)[C:3]([CH2:10][CH2:11][CH2:12][CH2:13][C:14]([OH:16])=[O:15])=[CH:2]1.C(=O)([O-])[O-].[Cs+].[Cs+].Cl[CH2:24][C:25]#[N:26].[I-].[K+]. The catalyst is CC(C)=O.CN(C)C=O. The product is [C:25]([CH2:24][O:15][C:14](=[O:16])[CH2:13][CH2:12][CH2:11][CH2:10][C:3]1[C:4]2[C:9](=[CH:8][CH:7]=[CH:6][CH:5]=2)[NH:1][CH:2]=1)#[N:26]. The yield is 0.770. (2) The product is [CH:9]1[C:26]2[C:25]3[C:20](=[CH:21][CH:22]=[CH:23][CH:24]=3)[C:19]3[C:14](=[CH:15][CH:16]=[CH:17][CH:18]=3)[C:13]=2[CH:12]=[CH:11][C:10]=1[C:27]1[CH:28]=[C:29]([C:2]2[CH:7]=[C:6]([C:47]3[CH:48]=[CH:31][CH:32]=[C:27]([C:10]4[CH:11]=[CH:12][C:13]5[C:14]6[C:19](=[CH:18][CH:17]=[CH:16][CH:15]=6)[C:20]6[C:25](=[CH:24][CH:23]=[CH:22][CH:21]=6)[C:26]=5[CH:9]=4)[CH:46]=3)[N:5]=[CH:4][N:3]=2)[CH:30]=[CH:31][CH:32]=1. The reactants are Cl[C:2]1[CH:7]=[C:6](Cl)[N:5]=[CH:4][N:3]=1.[CH:9]1[C:26]2[C:25]3[C:20](=[CH:21][CH:22]=[CH:23][CH:24]=3)[C:19]3[C:14](=[CH:15][CH:16]=[CH:17][CH:18]=3)[C:13]=2[CH:12]=[CH:11][C:10]=1[C:27]1[CH:28]=[C:29](B(O)O)[CH:30]=[CH:31][CH:32]=1.C(=O)([O-])[O-].[Na+].[Na+].CN1[CH2:48][CH2:47][CH2:46]N(C)C1=O. The catalyst is Cl[Pd](Cl)([P](C1C=CC=CC=1)(C1C=CC=CC=1)C1C=CC=CC=1)[P](C1C=CC=CC=1)(C1C=CC=CC=1)C1C=CC=CC=1.O. The yield is 0.370. (3) The reactants are C[N+]1([O-])CC[O:5]CC1.[CH3:9][C:10]1[N:18]2[C:13]([CH2:14]O[C:16]3[C:22](CC=C)=[CH:21][CH:20]=[CH:19][C:17]=32)=[N:12][N:11]=1.[CH3:26][C:27]([CH3:29])=[O:28].[OH2:30]. The catalyst is [Os](=O)(=O)(=O)=O. The product is [CH3:9][C:10]1[N:18]2[C:13]([CH2:14][O:30][C:16]3[C:22]([CH2:26][CH:27]([OH:28])[CH2:29][OH:5])=[CH:21][CH:20]=[CH:19][C:17]=32)=[N:12][N:11]=1. The yield is 0.600. (4) The product is [ClH:26].[Br:20][C:17]1[CH:18]=[CH:19][C:14]([NH:13][C@H:11]2[CH2:12][NH:8][C@@H:9]([CH2:24][OH:25])[CH2:10]2)=[C:15]([N+:21]([O-:23])=[O:22])[CH:16]=1. The yield is 0.990. The reactants are C(OC([N:8]1[CH2:12][C@H:11]([NH:13][C:14]2[CH:19]=[CH:18][C:17]([Br:20])=[CH:16][C:15]=2[N+:21]([O-:23])=[O:22])[CH2:10][C@@H:9]1[CH2:24][OH:25])=O)(C)(C)C.[ClH:26]. The catalyst is ClCCl.O1CCOCC1. (5) The catalyst is ClCCCl. The reactants are [C:1](N1C=CN=C1)(N1C=CN=C1)=[O:2].[NH2:13][C:14]1[C:19]([CH2:20][NH:21][CH2:22][CH2:23][O:24][CH3:25])=[CH:18][C:17]([Br:26])=[CH:16][N:15]=1. The yield is 0.830. The product is [Br:26][C:17]1[CH:16]=[N:15][C:14]2[NH:13][C:1](=[O:2])[N:21]([CH2:22][CH2:23][O:24][CH3:25])[CH2:20][C:19]=2[CH:18]=1. (6) The reactants are [CH2:1]([N:3]1[C:7]2[CH:8]=[CH:9][CH:10]=[CH:11][C:6]=2[N:5]=[C:4]1[CH2:12][C:13]#[N:14])[CH3:2].CO[CH:17](OC)[N:18]([CH3:20])[CH3:19]. The catalyst is C1(C)C(C)=CC=CC=1. The product is [CH3:19][N:18]([CH:17]=[C:12]([C:4]1[N:3]([CH2:1][CH3:2])[C:7]2[CH:8]=[CH:9][CH:10]=[CH:11][C:6]=2[N:5]=1)[C:13]#[N:14])[CH3:20]. The yield is 0.860.